Dataset: Catalyst prediction with 721,799 reactions and 888 catalyst types from USPTO. Task: Predict which catalyst facilitates the given reaction. (1) Product: [CH2:39]([C:45]1[CH:50]=[CH:49][C:48]([O:60][C:58]([C@H:55]2[CH2:56][CH2:57][C@H:52]([C:61]([O:38][C:35]3[CH:34]=[CH:33][C:32]([CH2:31][CH2:30][CH2:29][CH2:28][CH2:27][CH2:26][CH2:25][CH2:24][CH2:23][CH2:22][CH2:21][O:20][C:16](=[O:19])[CH:17]=[CH2:18])=[CH:37][CH:36]=3)=[O:62])[CH2:53][CH2:54]2)=[O:59])=[CH:47][CH:46]=1)[CH2:40][CH2:41][CH2:42][CH2:43][CH3:44]. The catalyst class is: 4. Reactant: C1(N=C=NC2CCCCC2)CCCCC1.[C:16]([O:20][CH2:21][CH2:22][CH2:23][CH2:24][CH2:25][CH2:26][CH2:27][CH2:28][CH2:29][CH2:30][CH2:31][C:32]1[CH:37]=[CH:36][C:35]([OH:38])=[CH:34][CH:33]=1)(=[O:19])[CH:17]=[CH2:18].[CH2:39]([C:45]1[CH:50]=[CH:49][CH:48]=[CH:47][C:46]=1O)[CH2:40][CH2:41][CH2:42][CH2:43][CH3:44].[C@H:52]1([C:61](O)=[O:62])[CH2:57][CH2:56][C@H:55]([C:58]([OH:60])=[O:59])[CH2:54][CH2:53]1. (2) Reactant: [H-].[H-].[H-].[H-].[Li+].[Al+3].[CH3:7][CH:8]([CH2:13][CH:14]=[CH:15][CH2:16][CH:17]([CH3:22])[C:18](OC)=[O:19])[C:9](OC)=[O:10]. Product: [CH3:22][CH:17]([CH2:16][CH:15]=[CH:14][CH2:13][CH:8]([CH3:7])[CH2:9][OH:10])[CH2:18][OH:19]. The catalyst class is: 1. (3) Reactant: C[O:2][C:3](=[O:23])[CH2:4][CH2:5][N:6]1[C:11]2[CH:12]=[C:13]([CH3:17])[CH:14]=[C:15]([CH3:16])[C:10]=2[O:9][C@H:8]([CH2:18][CH:19]([CH3:21])[CH3:20])[C:7]1=[O:22].[OH-].[Na+]. Product: [CH2:18]([C@@H:8]1[C:7](=[O:22])[N:6]([CH2:5][CH2:4][C:3]([OH:23])=[O:2])[C:11]2[CH:12]=[C:13]([CH3:17])[CH:14]=[C:15]([CH3:16])[C:10]=2[O:9]1)[CH:19]([CH3:21])[CH3:20]. The catalyst class is: 5. (4) The catalyst class is: 5. Product: [OH:9][C:10]1[C:19]2[N:18]=[CH:17][CH:16]=[CH:15][C:14]=2[C:13]([C:20]([O:22][CH3:23])=[O:21])=[N:12][C:11]=1[C:24]([O:26][CH3:27])=[O:25]. Reactant: C([O:9][C:10]1[C:19]2[N:18]=[CH:17][CH:16]=[CH:15][C:14]=2[C:13]([C:20]([O:22][CH3:23])=[O:21])=[N:12][C:11]=1[C:24]([O:26][CH3:27])=[O:25])(=O)C1C=CC=CC=1.C(N)C1C=CC=CC=1.C(OCC)C.